Dataset: Peptide-MHC class II binding affinity with 134,281 pairs from IEDB. Task: Regression. Given a peptide amino acid sequence and an MHC pseudo amino acid sequence, predict their binding affinity value. This is MHC class II binding data. (1) The peptide sequence is CGRRHSVRIRVRSGG. The MHC is HLA-DPA10201-DPB11401 with pseudo-sequence HLA-DPA10201-DPB11401. The binding affinity (normalized) is 0.362. (2) The peptide sequence is MFFSTMKRPSREKQD. The MHC is DRB1_0405 with pseudo-sequence DRB1_0405. The binding affinity (normalized) is 0.601. (3) The MHC is DRB3_0202 with pseudo-sequence DRB3_0202. The peptide sequence is AATAAAAAAVDRGDP. The binding affinity (normalized) is 0. (4) The peptide sequence is KLRSAGEVEIQFRRV. The MHC is DRB1_0405 with pseudo-sequence DRB1_0405. The binding affinity (normalized) is 0.276. (5) The MHC is HLA-DPA10201-DPB11401 with pseudo-sequence HLA-DPA10201-DPB11401. The binding affinity (normalized) is 0.883. The peptide sequence is AFKVAATAANAAPPN. (6) The peptide sequence is GWLGSCFISVNDRLV. The MHC is DRB1_0101 with pseudo-sequence DRB1_0101. The binding affinity (normalized) is 0.747. (7) The peptide sequence is FLAMITYITRNQPEW. The MHC is DRB1_0802 with pseudo-sequence DRB1_0802. The binding affinity (normalized) is 0.614. (8) The peptide sequence is YSGVVTTIMFLARAI. The MHC is DRB1_0101 with pseudo-sequence DRB1_0101. The binding affinity (normalized) is 0.456. (9) The peptide sequence is RGLLRRARGGPHHRR. The binding affinity (normalized) is 0.397. The MHC is DRB1_0401 with pseudo-sequence DRB1_0401. (10) The peptide sequence is YVDRFFKTLRAEQATQEV. The MHC is DRB1_1302 with pseudo-sequence DRB1_1302. The binding affinity (normalized) is 0.232.